This data is from Volume of distribution at steady state (VDss) regression data from Lombardo et al.. The task is: Regression/Classification. Given a drug SMILES string, predict its absorption, distribution, metabolism, or excretion properties. Task type varies by dataset: regression for continuous measurements (e.g., permeability, clearance, half-life) or binary classification for categorical outcomes (e.g., BBB penetration, CYP inhibition). For this dataset (vdss_lombardo), we predict log10(VDss) (log10 of volume of distribution in L/kg). (1) The log10(VDss) is -0.960. The compound is Cc1onc(-c2c(Cl)cccc2Cl)c1C(=O)NC1C(=O)N2C1SC(C)(C)C2C(=O)[O-]. (2) The molecule is CC([NH2+]C(CCc1ccccc1)C(=O)[O-])C(=O)N1CCCC1C(=O)[O-]. The log10(VDss) is -0.420. (3) The drug is COc1ccc2c(c1)N(CC(C)C[NH+](C)C)c1ccccc1S2. The log10(VDss) is 1.08. (4) The molecule is CCNC(=O)C1CCCN1C(=O)C(CCCNC(N)=[NH2+])NC(=O)C(CC(C)C)NC(=O)C(CC(C)C)NC(=O)C(Cc1ccc(O)cc1)NC(=O)C(CO)NC(=O)C(Cc1c[nH]c2ccccc12)NC(=O)C(Cc1c[nH]cn1)NC(=O)C1CCC(=O)N1. The log10(VDss) is -0.420. (5) The compound is COc1cc2c3cc1Oc1cc(ccc1O)CC1c4c(cc(OC)c(O)c4Oc4ccc(cc4)CC3[NH+](C)CC2)CC[N+]1(C)C. The log10(VDss) is -0.350.